From a dataset of Forward reaction prediction with 1.9M reactions from USPTO patents (1976-2016). Predict the product of the given reaction. (1) Given the reactants [CH2:1]([C:3]1[CH:8]=[C:7]([N+:9]([O-:11])=[O:10])[C:6]([O:12][CH2:13][CH3:14])=[CH:5][C:4]=1F)[CH3:2].[CH3:16][S:17]([CH2:20][CH2:21][CH:22]1[CH2:27][CH2:26][NH:25][CH2:24][CH2:23]1)(=[O:19])=[O:18].C([O-])([O-])=O.[K+].[K+].CS(C)=O, predict the reaction product. The product is: [CH2:1]([C:3]1[CH:8]=[C:7]([N+:9]([O-:11])=[O:10])[C:6]([O:12][CH2:13][CH3:14])=[CH:5][C:4]=1[N:25]1[CH2:26][CH2:27][CH:22]([CH2:21][CH2:20][S:17]([CH3:16])(=[O:19])=[O:18])[CH2:23][CH2:24]1)[CH3:2]. (2) Given the reactants I[C:2]1[CH:3]=[CH:4][C:5]2[O:9][C:8]3[CH:10]=[C:11]([S:14]([NH:17][C@@H:18]([CH:26]([CH3:28])[CH3:27])[C:19]([O:21][C:22]([CH3:25])([CH3:24])[CH3:23])=[O:20])(=[O:16])=[O:15])[CH:12]=[CH:13][C:7]=3[C:6]=2[CH:29]=1.[CH2:30]([C:34]1[S:35][C:36]([Sn](CCCC)(CCCC)CCCC)=[CH:37][N:38]=1)[CH:31]([CH3:33])[CH3:32].C([O-])([O-])=O.[K+].[K+], predict the reaction product. The product is: [CH2:30]([C:34]1[S:35][C:36]([C:2]2[CH:3]=[CH:4][C:5]3[O:9][C:8]4[CH:10]=[C:11]([S:14]([NH:17][C@@H:18]([CH:26]([CH3:28])[CH3:27])[C:19]([O:21][C:22]([CH3:25])([CH3:23])[CH3:24])=[O:20])(=[O:16])=[O:15])[CH:12]=[CH:13][C:7]=4[C:6]=3[CH:29]=2)=[CH:37][N:38]=1)[CH:31]([CH3:33])[CH3:32]. (3) Given the reactants [C:1]([O:4][C@@H:5]1[C@@H:10]([O:11][C:12](=[O:14])[CH3:13])[C@H:9]([O:15][C:16](=[O:18])[CH3:17])[C@@H:8]([CH2:19][O:20][C:21](=[O:23])[CH3:22])[O:7][C@:6]1([CH2:26][CH2:27][O:28][C:29]1[CH:34]=[CH:33][C:32]([CH2:35][C:36]2[CH:41]=[CH:40][C:39]([CH2:42][CH3:43])=[CH:38][CH:37]=2)=[C:31]([Cl:44])[CH:30]=1)OC)(=O)[CH3:2].C1(C)C=CC=CC=1.B(F)(F)F.O(CC)CC.[OH2:61], predict the reaction product. The product is: [C:1]([O:4][C@@H:5]1[C@@H:10]([O:11][C:12](=[O:14])[CH3:13])[C@H:9]([O:15][C:16](=[O:18])[CH3:17])[C@@H:8]([CH2:19][O:20][C:21](=[O:23])[CH3:22])[O:7][C@:6]21[C:34]1[C:29](=[CH:30][C:31]([Cl:44])=[C:32]([CH2:35][C:36]3[CH:41]=[CH:40][C:39]([CH2:42][CH3:43])=[CH:38][CH:37]=3)[CH:33]=1)[O:28][CH2:27][CH2:26]2)(=[O:61])[CH3:2]. (4) Given the reactants [Br:1][C:2]1[CH:3]=[CH:4][C:5]([NH:12][CH2:13][CH2:14][CH3:15])=[C:6]([CH:11]=1)[C:7]([O:9]C)=[O:8].[OH-].[K+], predict the reaction product. The product is: [Br:1][C:2]1[CH:3]=[CH:4][C:5]([NH:12][CH2:13][CH2:14][CH3:15])=[C:6]([CH:11]=1)[C:7]([OH:9])=[O:8]. (5) Given the reactants [O:1]=[C:2]1[NH:8][C:7]2[CH:9]=[CH:10][CH:11]=[CH:12][C:6]=2[O:5][C@H:4]([C:13]2[CH:18]=[CH:17][CH:16]=[CH:15][CH:14]=2)[C@@H:3]1[NH:19][C:20](=[O:33])[C@H:21]([CH3:32])[NH:22][C:23](=[O:31])[CH2:24][C:25]1[CH:30]=[CH:29][CH:28]=[CH:27][CH:26]=1.[F:34]C1C=CC=CC=1CC(O)=O, predict the reaction product. The product is: [F:34][C:30]1[CH:29]=[CH:28][CH:27]=[CH:26][C:25]=1[CH2:24][C:23]([NH:22][C@H:21]([C:20]([NH:19][C@@H:3]1[C:2](=[O:1])[NH:8][C:7]2[CH:9]=[CH:10][CH:11]=[CH:12][C:6]=2[O:5][C@@H:4]1[C:13]1[CH:18]=[CH:17][CH:16]=[CH:15][CH:14]=1)=[O:33])[CH3:32])=[O:31]. (6) The product is: [F:10][C:6]1[CH:7]=[CH:8][CH:9]=[C:2]([S:18][C:15]2[CH:16]=[CH:17][C:12]([CH3:11])=[CH:13][CH:14]=2)[C:3]=1[C:4]#[N:5]. Given the reactants F[C:2]1[CH:9]=[CH:8][CH:7]=[C:6]([F:10])[C:3]=1[C:4]#[N:5].[CH3:11][C:12]1[CH:17]=[CH:16][C:15]([SH:18])=[CH:14][CH:13]=1.C(=O)([O-])[O-].[K+].[K+].O, predict the reaction product.